Dataset: Reaction yield outcomes from USPTO patents with 853,638 reactions. Task: Predict the reaction yield, written as a fraction of the theoretical maximum amount of product (1.0 means a 100% yield; for example, 0.34 means a 34% yield). (1) The reactants are [Cl:1][C:2]1[C:14]([O:15][C:16]2[N:20]([CH3:21])[N:19]=[C:18]([CH3:22])[C:17]=2[CH3:23])=[CH:13][C:5]([O:6][C@@H:7]([CH3:12])[C:8]([O:10]C)=[O:9])=[C:4](/[CH:24]=[N:25]/O)[CH:3]=1.C(N(CC)CC)C.O. The catalyst is O1CCCC1.ClC(Cl)(Cl)C(Cl)=O. The product is [Cl:1][C:2]1[C:14]([O:15][C:16]2[N:20]([CH3:21])[N:19]=[C:18]([CH3:22])[C:17]=2[CH3:23])=[CH:13][C:5]([O:6][C@@H:7]([CH3:12])[C:8]([OH:10])=[O:9])=[C:4]([C:24]#[N:25])[CH:3]=1. The yield is 0.380. (2) The reactants are [NH:1]1[CH:5]=[CH:4][CH:3]=[C:2]1[C:6]([O:8][CH3:9])=[O:7].[H-].[Na+].Cl[C:13]1[C:22]([N+:23]([O-:25])=[O:24])=[CH:21][C:16]([C:17]([O:19][CH3:20])=[O:18])=[CH:15][N:14]=1.S(Cl)(Cl)=O. The catalyst is CS(C)=O.CO. The product is [CH3:9][O:8][C:6]([C:2]1[N:1]([C:13]2[C:22]([N+:23]([O-:25])=[O:24])=[CH:21][C:16]([C:17]([O:19][CH3:20])=[O:18])=[CH:15][N:14]=2)[CH:5]=[CH:4][CH:3]=1)=[O:7]. The yield is 0.920. (3) The reactants are C[O:2][C:3]([CH2:5][C:6]1[CH:11]=[CH:10][C:9]([NH:12][C:13]2[N:22]=[C:21]([NH:23][C:24]3[NH:25][N:26]=[C:27]([CH3:29])[CH:28]=3)[C:20]3[C:15](=[CH:16][CH:17]=[CH:18][CH:19]=3)[N:14]=2)=[CH:8][C:7]=1[CH3:30])=[O:4].[OH-].[Na+].Cl. The catalyst is O.CCO. The yield is 0.950. The product is [C:3]([CH2:5][C:6]1[CH:11]=[CH:10][C:9]([NH:12][C:13]2[N:22]=[C:21]([NH:23][C:24]3[NH:25][N:26]=[C:27]([CH3:29])[CH:28]=3)[C:20]3[C:15](=[CH:16][CH:17]=[CH:18][CH:19]=3)[N:14]=2)=[CH:8][C:7]=1[CH3:30])([OH:4])=[O:2]. (4) The reactants are C[O:2][C:3](=[O:20])[C:4]1[CH:9]=[CH:8][C:7](Cl)=[N:6][C:5]=1[NH:11][C:12]1[CH:17]=[CH:16][C:15]([Br:18])=[CH:14][C:13]=1[F:19].BrC1C=CC(NC2N=C(Cl)C=CC=2C(O)=[O:32])=C(F)C=1.C[Si](C=[N+]=[N-])(C)C. The catalyst is CO.C1C=CC=CC=1. The product is [Br:18][C:15]1[CH:16]=[CH:17][C:12]([NH:11][C:5]2[NH:6][C:7](=[O:32])[CH:8]=[CH:9][C:4]=2[C:3]([OH:2])=[O:20])=[C:13]([F:19])[CH:14]=1. The yield is 0.930.